From a dataset of Full USPTO retrosynthesis dataset with 1.9M reactions from patents (1976-2016). Predict the reactants needed to synthesize the given product. (1) Given the product [CH3:54][C@H:50]1[NH:49][C@@H:48]([CH3:47])[CH2:53][N:52]([CH2:44][C:41]2[CH:42]=[CH:43][C:38]([C:34]3[CH:35]=[CH:36][CH:37]=[C:32]([N:22]4[C:23]5[N:30]=[CH:29][C:28]([F:31])=[CH:27][C:24]=5[C:25](=[O:26])[N:20]([C@@H:17]5[CH2:18][CH2:19][C@H:14]([NH:13][C:11]([C:9]6[N:10]=[C:5]7[CH:4]=[CH:3][C:2]([F:1])=[CH:7][N:6]7[CH:8]=6)=[O:12])[CH2:15][CH2:16]5)[C:21]4=[O:46])[CH:33]=3)=[CH:39][CH:40]=2)[CH2:51]1, predict the reactants needed to synthesize it. The reactants are: [F:1][C:2]1[CH:3]=[CH:4][C:5]2[N:6]([CH:8]=[C:9]([C:11]([NH:13][C@H:14]3[CH2:19][CH2:18][C@@H:17]([N:20]4[C:25](=[O:26])[C:24]5[CH:27]=[C:28]([F:31])[CH:29]=[N:30][C:23]=5[N:22]([C:32]5[CH:33]=[C:34]([C:38]6[CH:43]=[CH:42][C:41]([CH:44]=O)=[CH:40][CH:39]=6)[CH:35]=[CH:36][CH:37]=5)[C:21]4=[O:46])[CH2:16][CH2:15]3)=[O:12])[N:10]=2)[CH:7]=1.[CH3:47][C@H:48]1[CH2:53][NH:52][CH2:51][C@@H:50]([CH3:54])[NH:49]1. (2) Given the product [C@H:1]([NH:5][C:6]1[C:7]([C:35]2[O:36][C:32]3[CH:31]=[CH:30][C:29]([F:28])=[CH:40][C:33]=3[CH:34]=2)=[N:8][C:9]2[C:14]([N:15]=1)=[CH:13][C:12]([C:16]([O:18][CH3:19])=[O:17])=[CH:11][CH:10]=2)([CH2:3][CH3:4])[CH3:2], predict the reactants needed to synthesize it. The reactants are: [C@H:1]([NH:5][C:6]1[C:7](OS(C(F)(F)F)(=O)=O)=[N:8][C:9]2[C:14]([N:15]=1)=[CH:13][C:12]([C:16]([O:18][CH3:19])=[O:17])=[CH:11][CH:10]=2)([CH2:3][CH3:4])[CH3:2].[F:28][C:29]1[CH:30]=[CH:31][C:32]2[O:36][C:35](B(O)O)=[CH:34][C:33]=2[CH:40]=1.[O-]P([O-])([O-])=O.[K+].[K+].[K+]. (3) The reactants are: [O:1]([CH2:8][C:9]([OH:11])=O)[C:2]1[CH:7]=[CH:6][CH:5]=[CH:4][CH:3]=1.[NH2:12][CH2:13][CH:14]([OH:26])[CH2:15][N:16]1[CH2:25][CH2:24][C:23]2[C:18](=[CH:19][CH:20]=[CH:21][CH:22]=2)[CH2:17]1.CN(C(ON1N=NC2C=CC=NC1=2)=[N+](C)C)C.F[P-](F)(F)(F)(F)F. Given the product [CH2:17]1[C:18]2[C:23](=[CH:22][CH:21]=[CH:20][CH:19]=2)[CH2:24][CH2:25][N:16]1[CH2:15][CH:14]([OH:26])[CH2:13][NH:12][C:9](=[O:11])[CH2:8][O:1][C:2]1[CH:3]=[CH:4][CH:5]=[CH:6][CH:7]=1, predict the reactants needed to synthesize it. (4) The reactants are: C[O:2][C:3](=O)[C:4]1[CH:9]=[C:8]([Cl:10])[CH:7]=[N:6][CH:5]=1.[BH4-].[Na+]. Given the product [Cl:10][C:8]1[CH:9]=[C:4]([CH2:3][OH:2])[CH:5]=[N:6][CH:7]=1, predict the reactants needed to synthesize it. (5) Given the product [CH3:17][O:18][C:2]1[C:15]2[C:6](=[C:7]3[C:12](=[CH:13][CH:14]=2)[C:11]([O:21][CH3:20])=[CH:10][CH:9]=[N:8]3)[N:5]=[CH:4][CH:3]=1, predict the reactants needed to synthesize it. The reactants are: Cl[C:2]1[C:15]2[C:6](=[C:7]3[C:12](=[CH:13][CH:14]=2)[C:11](Cl)=[CH:10][CH:9]=[N:8]3)[N:5]=[CH:4][CH:3]=1.[CH3:17][O-:18].[Na+].[CH3:20][OH:21]. (6) Given the product [C:1]1([NH:7][C:8]([N:10]2[CH2:15][CH2:14][N:13]([CH2:20][C:19]3[CH:22]=[CH:23][CH:24]=[C:17]([OH:16])[CH:18]=3)[CH2:12][CH2:11]2)=[O:9])[CH:6]=[CH:5][CH:4]=[CH:3][CH:2]=1, predict the reactants needed to synthesize it. The reactants are: [C:1]1([NH:7][C:8]([N:10]2[CH2:15][CH2:14][NH:13][CH2:12][CH2:11]2)=[O:9])[CH:6]=[CH:5][CH:4]=[CH:3][CH:2]=1.[OH:16][C:17]1[CH:18]=[C:19]([CH:22]=[CH:23][CH:24]=1)[CH:20]=O.[BH-](OC(C)=O)(OC(C)=O)OC(C)=O.[Na+].[OH-].[Na+].Cl.